Dataset: Full USPTO retrosynthesis dataset with 1.9M reactions from patents (1976-2016). Task: Predict the reactants needed to synthesize the given product. (1) Given the product [CH:38]1([O:16][C:15](=[O:17])[CH2:14][CH2:13][C@H:12]([C@@H:11]2[C@:19]3([CH3:27])[C:8]([C:7]4[CH2:6][CH2:5][C@@H:4]5[C@:23]([C:22]=4[CH2:21][CH2:20]3)([CH3:26])[CH2:24][CH2:25][C@H:2]([OH:1])[C:3]5([CH3:28])[CH3:29])=[CH:9][CH2:10]2)[CH3:18])[CH2:37][CH2:4][CH2:3][CH2:2][CH2:25]1, predict the reactants needed to synthesize it. The reactants are: [OH:1][C@H:2]1[CH2:25][CH2:24][C@@:23]2([CH3:26])[C@@H:4]([CH2:5][CH2:6][C:7]3[C:8]4[C@:19]([CH3:27])([CH2:20][CH2:21][C:22]=32)[C@@H:11]([C@H:12]([CH3:18])[CH2:13][CH2:14][C:15]([OH:17])=[O:16])[CH2:10][CH:9]=4)[C:3]1([CH3:29])[CH3:28].B(F)(F)F.CCO[CH2:37][CH3:38]. (2) Given the product [Cl:1][C:2]1[CH:3]=[C:4]([C:8]([CH3:12])([CH3:11])[CH:9]([OH:10])[CH3:13])[CH:5]=[CH:6][CH:7]=1, predict the reactants needed to synthesize it. The reactants are: [Cl:1][C:2]1[CH:3]=[C:4]([C:8]([CH3:12])([CH3:11])[CH:9]=[O:10])[CH:5]=[CH:6][CH:7]=1.[CH3:13][Mg+].[Br-]. (3) Given the product [OH2:4].[OH2:23].[OH2:30].[OH2:48].[OH2:56].[S:22]([OH:26])([OH:25])(=[O:24])=[O:23].[CH:1]1[C:17]2[CH2:16][C@H:15]3[N:18]([CH2:20][CH2:21][C@@:7]45[C@H:14]3[CH:13]=[CH:12][C@H:10]([OH:11])[C@@H:8]4[O:9][C:5]([C:6]=25)=[C:3]([OH:4])[CH:2]=1)[CH3:19], predict the reactants needed to synthesize it. The reactants are: [CH:1]1[C:17]2[CH2:16][C@H:15]3[N:18]([CH2:20][CH2:21][C@@:7]45[C@H:14]3[CH:13]=[CH:12][C@H:10]([OH:11])[C@@H:8]4[O:9][C:5]([C:6]=25)=[C:3]([OH:4])[CH:2]=1)[CH3:19].[S:22]([OH:26])([OH:25])(=[O:24])=[O:23].C1C2C[C@H]3N(CC[C@@]45[C@H]3C=C[C@H](O)[C@@H]4OC(C=25)=C([OH:30])C=1)C.[O:48]1CCCC1.CN(C)C=[O:56].